Dataset: Catalyst prediction with 721,799 reactions and 888 catalyst types from USPTO. Task: Predict which catalyst facilitates the given reaction. (1) Reactant: [NH2:1][C:2]1[C:3]([C:9]([O:11][CH3:12])=[O:10])=[N:4][C:5](Br)=[CH:6][N:7]=1.[O:13]1[CH:17]=[CH:16][C:15](B(O)O)=[CH:14]1.C([O-])(=O)C.[K+].C1(P(C2C=CC=CC=2)C2C=CC=CC=2)C=CC=CC=1. Product: [NH2:1][C:2]1[C:3]([C:9]([O:11][CH3:12])=[O:10])=[N:4][C:5]([C:15]2[CH:16]=[CH:17][O:13][CH:14]=2)=[CH:6][N:7]=1. The catalyst class is: 12. (2) Reactant: [H-].[Na+].[F:3][C:4]([F:14])([F:13])[C:5]1[CH:10]=[CH:9][CH:8]=[CH:7][C:6]=1[CH2:11][OH:12].Br[C:16]1[CH:23]=[N:22][CH:21]=[CH:20][C:17]=1[C:18]#[N:19]. Product: [F:3][C:4]([F:13])([F:14])[C:5]1[CH:10]=[CH:9][CH:8]=[CH:7][C:6]=1[C:11]1[O:12][C:20]2=[CH:21][N:22]=[CH:23][CH:16]=[C:17]2[C:18]=1[NH2:19]. The catalyst class is: 303. (3) Reactant: CN(C(ON1N=NC2C=CC=CC1=2)=[N+](C)C)C.[B-](F)(F)(F)F.[F:23][C:24]([F:32])([F:31])[C:25]1([C:28](O)=[O:29])[CH2:27][CH2:26]1.[Cl:33][C:34]1[CH:41]=[CH:40][C:37]([CH2:38][NH2:39])=[CH:36][C:35]=1[N+:42]([O-:44])=[O:43]. Product: [Cl:33][C:34]1[CH:41]=[CH:40][C:37]([CH2:38][NH:39][C:28]([C:25]2([C:24]([F:32])([F:31])[F:23])[CH2:27][CH2:26]2)=[O:29])=[CH:36][C:35]=1[N+:42]([O-:44])=[O:43]. The catalyst class is: 1.